From a dataset of Full USPTO retrosynthesis dataset with 1.9M reactions from patents (1976-2016). Predict the reactants needed to synthesize the given product. Given the product [CH3:19][N:6]([CH2:5][C:4]([OH:20])=[O:3])[C:7]1[C:15]2[C:10](=[CH:11][CH:12]=[C:13]([N+:16]([O-:18])=[O:17])[CH:14]=2)[NH:9][N:8]=1, predict the reactants needed to synthesize it. The reactants are: C([O:3][C:4](=[O:20])[CH2:5][N:6]([CH3:19])[C:7]1[C:15]2[C:10](=[CH:11][CH:12]=[C:13]([N+:16]([O-:18])=[O:17])[CH:14]=2)[NH:9][N:8]=1)C.O.[OH-].[Li+].